From a dataset of Full USPTO retrosynthesis dataset with 1.9M reactions from patents (1976-2016). Predict the reactants needed to synthesize the given product. (1) Given the product [F:1][C:2]([F:11])([F:10])[C:3]1[CH:9]=[CH:8][CH:7]=[CH:6][C:4]=1[C:19]1([C:25]([NH2:14])=[O:26])[CH2:24][CH2:23][CH2:22][CH2:21][CH2:20]1, predict the reactants needed to synthesize it. The reactants are: [F:1][C:2]([F:11])([F:10])[C:3]1[CH:9]=[CH:8][CH:7]=[CH:6][C:4]=1N.C([N:14](CC)CC)C.[CH:19]1([C:25](Cl)=[O:26])[CH2:24][CH2:23][CH2:22][CH2:21][CH2:20]1.[OH-].[Na+]. (2) Given the product [CH2:36]([O:35][C:29]1[CH:30]=[CH:31][C:32]([CH3:34])=[CH:33][C:28]=1[C:25]1[CH:26]=[CH:27][C:22]([CH2:21][O:20][C:17]2[CH:18]=[CH:19][C:14]([CH:6]([C:7]3[CH:12]=[CH:11][C:10]([F:13])=[CH:9][CH:8]=3)[CH2:5][C:4]([OH:40])=[O:3])=[CH:15][CH:16]=2)=[CH:23][CH:24]=1)[CH2:37][CH2:38][CH3:39], predict the reactants needed to synthesize it. The reactants are: C([O:3][C:4](=[O:40])[CH2:5][CH:6]([C:14]1[CH:19]=[CH:18][C:17]([O:20][CH2:21][C:22]2[CH:27]=[CH:26][C:25]([C:28]3[CH:33]=[C:32]([CH3:34])[CH:31]=[CH:30][C:29]=3[O:35][CH2:36][CH2:37][CH2:38][CH3:39])=[CH:24][CH:23]=2)=[CH:16][CH:15]=1)[C:7]1[CH:12]=[CH:11][C:10]([F:13])=[CH:9][CH:8]=1)C.[OH-].[Na+]. (3) Given the product [NH2:39][C:38]1[N:34]([CH:31]2[CH2:33][CH2:32]2)[N:35]=[CH:36][C:37]=1[C:15]1[C:6]([O:5][CH:1]2[CH2:4][CH2:3][CH2:2]2)=[C:7]2[C:12](=[CH:13][CH:14]=1)[N:11]([C:25]([CH:27]1[CH2:29][CH2:28]1)=[O:26])[C@@H:10]([CH3:30])[CH2:9][CH2:8]2, predict the reactants needed to synthesize it. The reactants are: [CH:1]1([O:5][C:6]2[C:15](B3OC(C)(C)C(C)(C)O3)=[CH:14][CH:13]=[C:12]3[C:7]=2[CH2:8][CH2:9][C@H:10]([CH3:30])[N:11]3[C:25]([CH:27]2[CH2:29][CH2:28]2)=[O:26])[CH2:4][CH2:3][CH2:2]1.[CH:31]1([N:34]2[C:38]([NH2:39])=[C:37](I)[CH:36]=[N:35]2)[CH2:33][CH2:32]1.C(=O)([O-])[O-].[Na+].[Na+].O1CCOCC1.